This data is from Catalyst prediction with 721,799 reactions and 888 catalyst types from USPTO. The task is: Predict which catalyst facilitates the given reaction. (1) Reactant: [CH:1]([S:4]([O-:6])=[O:5])([CH3:3])[CH3:2].[Na+].CN1CCCC1=O.Cl[C:16]1[C:21]([Cl:22])=[CH:20][CH:19]=[CH:18][C:17]=1[N+:23]([O-:25])=[O:24]. Product: [Cl:22][C:21]1[C:16]([S:4]([CH:1]([CH3:3])[CH3:2])(=[O:6])=[O:5])=[C:17]([N+:23]([O-:25])=[O:24])[CH:18]=[CH:19][CH:20]=1. The catalyst class is: 6. (2) Reactant: N.[Si:2]([O:9][CH2:10][CH2:11][C:12]1[C:13]([F:36])=[C:14]([CH:33]=[CH:34][CH:35]=1)[CH2:15][N:16]1[CH2:32][CH2:31][C:19]2([O:24][CH2:23][CH2:22][N:21](C(=O)C(F)(F)F)[CH2:20]2)[CH2:18][CH2:17]1)([C:5]([CH3:8])([CH3:7])[CH3:6])([CH3:4])[CH3:3]. Product: [Si:2]([O:9][CH2:10][CH2:11][C:12]1[C:13]([F:36])=[C:14]([CH:33]=[CH:34][CH:35]=1)[CH2:15][N:16]1[CH2:17][CH2:18][C:19]2([O:24][CH2:23][CH2:22][NH:21][CH2:20]2)[CH2:31][CH2:32]1)([C:5]([CH3:8])([CH3:6])[CH3:7])([CH3:4])[CH3:3]. The catalyst class is: 5. (3) Reactant: [C:1]([Si:5]([CH3:38])([CH3:37])[O:6][C@H:7]1[CH2:12][C@H:11]([O:13][Si:14]([C:17]([CH3:20])([CH3:19])[CH3:18])([CH3:16])[CH3:15])[CH2:10][C:9](=[CH:21][CH2:22]P(=O)(C2C=CC=CC=2)C2C=CC=CC=2)[CH2:8]1)([CH3:4])([CH3:3])[CH3:2].[Li]CCCC.[O:44]1[CH2:49][CH2:48][CH2:47][CH2:46][C@@H:45]1[O:50][CH:51]([CH2:54][CH2:55][CH2:56][CH3:57])[CH:52]=O.[Cl-].[NH4+]. Product: [C:17]([Si:14]([CH3:16])([CH3:15])[O:13][C@H:11]1[CH2:12][C@H:7]([O:6][Si:5]([C:1]([CH3:4])([CH3:2])[CH3:3])([CH3:37])[CH3:38])[CH2:8][C:9](=[CH:21]/[CH:22]=[CH:57]/[CH2:56][CH2:55][CH2:54][C@H:51]([O:50][CH:45]2[CH2:46][CH2:47][CH2:48][CH2:49][O:44]2)[CH3:52])[CH2:10]1)([CH3:19])([CH3:20])[CH3:18]. The catalyst class is: 7. (4) Reactant: [C:1]1([CH2:13][C:14]([N:16]2[CH2:20][CH2:19][C@H:18]([NH:21][C:22]3[N:31]=[C:30]([N:32]4[CH2:37][CH2:36][CH:35]([C:38]([O:40]CC)=[O:39])[CH2:34][CH2:33]4)[C:29]4[C:24](=[CH:25][CH:26]=[CH:27][CH:28]=4)[N:23]=3)[CH2:17]2)=[O:15])(C2C=CC=CC=2)[CH:6]=[CH:5][CH:4]=[CH:3][CH2:2]1.[OH-].[Na+].Cl. Product: [C:2]1([C:1]2[CH:6]=[CH:5][CH:4]=[CH:3][CH:2]=2)[CH:3]=[CH:4][CH:5]=[CH:6][C:1]=1[CH2:13][C:14]([N:16]1[CH2:20][CH2:19][C@H:18]([NH:21][C:22]2[N:31]=[C:30]([N:32]3[CH2:37][CH2:36][CH:35]([C:38]([OH:40])=[O:39])[CH2:34][CH2:33]3)[C:29]3[C:24](=[CH:25][CH:26]=[CH:27][CH:28]=3)[N:23]=2)[CH2:17]1)=[O:15]. The catalyst class is: 5. (5) Reactant: [CH:1]1([CH2:4][O:5][C:6]2([C:17]3[CH:22]=[CH:21][CH:20]=[CH:19][C:18]=3[CH3:23])[CH2:9][N:8](C(OC(C)(C)C)=O)[CH2:7]2)[CH2:3][CH2:2]1.[ClH:24]. Product: [ClH:24].[CH:1]1([CH2:4][O:5][C:6]2([C:17]3[CH:22]=[CH:21][CH:20]=[CH:19][C:18]=3[CH3:23])[CH2:7][NH:8][CH2:9]2)[CH2:2][CH2:3]1. The catalyst class is: 13. (6) Reactant: O.[BH4-].[Na+].[CH:4]([C:6]1[CH:11]=[CH:10][C:9]([C@@:12]2([CH3:37])[C:16](=[O:17])[N:15]([CH2:18][C:19]([O:21]CC3C=CC=CC=3)=[O:20])[C:14](=[O:29])[N:13]2[CH2:30][C:31]2[CH:36]=[CH:35][CH:34]=[CH:33][CH:32]=2)=[CH:8][CH:7]=1)=[O:5]. The catalyst class is: 8. Product: [OH:5][CH2:4][C:6]1[CH:11]=[CH:10][C:9]([C@@:12]2([CH3:37])[C:16](=[O:17])[N:15]([CH2:18][C:19]([OH:21])=[O:20])[C:14](=[O:29])[N:13]2[CH2:30][C:31]2[CH:32]=[CH:33][CH:34]=[CH:35][CH:36]=2)=[CH:8][CH:7]=1. (7) Reactant: [F:1][C:2]1[C:9](F)=[CH:8][CH:7]=[C:6]([N+:11]([O-:13])=[O:12])[C:3]=1[NH:4][CH3:5].[C:14]1([CH:20]([C:22]2[CH:27]=[CH:26][CH:25]=[CH:24][CH:23]=2)[NH2:21])[CH:19]=[CH:18][CH:17]=[CH:16][CH:15]=1.C(N(C(C)C)CC)(C)C.C(=O)([O-])O.[Na+]. Product: [C:22]1([CH:20]([C:14]2[CH:15]=[CH:16][CH:17]=[CH:18][CH:19]=2)[NH:21][C:9]2[CH:8]=[CH:7][C:6]([N+:11]([O-:13])=[O:12])=[C:3]([NH:4][CH3:5])[C:2]=2[F:1])[CH:23]=[CH:24][CH:25]=[CH:26][CH:27]=1. The catalyst class is: 51. (8) Reactant: [CH3:1][C:2]1[C:7]([O:8][CH2:9][CH3:10])=[CH:6][CH:5]=[CH:4][C:3]=1[N:11]1[C:15](=[O:16])[N:14]([CH3:17])[N:13]=[N:12]1.N(C1(C#N)CCCCC1)=NC1(C#N)CCCCC1.[Br:36]N1C(=O)CCC1=O.ClC1C=CC=CC=1. Product: [Br:36][CH2:1][C:2]1[C:7]([O:8][CH2:9][CH3:10])=[CH:6][CH:5]=[CH:4][C:3]=1[N:11]1[C:15](=[O:16])[N:14]([CH3:17])[N:13]=[N:12]1. The catalyst class is: 6.